Regression. Given two drug SMILES strings and cell line genomic features, predict the synergy score measuring deviation from expected non-interaction effect. From a dataset of NCI-60 drug combinations with 297,098 pairs across 59 cell lines. (1) Drug 1: C1=CC(=CC=C1CCCC(=O)O)N(CCCl)CCCl. Drug 2: CC1CCC2CC(C(=CC=CC=CC(CC(C(=O)C(C(C(=CC(C(=O)CC(OC(=O)C3CCCCN3C(=O)C(=O)C1(O2)O)C(C)CC4CCC(C(C4)OC)O)C)C)O)OC)C)C)C)OC. Cell line: UACC-257. Synergy scores: CSS=-3.51, Synergy_ZIP=-3.57, Synergy_Bliss=-7.95, Synergy_Loewe=-8.74, Synergy_HSA=-8.61. (2) Drug 1: CC1C(C(CC(O1)OC2CC(CC3=C2C(=C4C(=C3O)C(=O)C5=C(C4=O)C(=CC=C5)OC)O)(C(=O)C)O)N)O.Cl. Drug 2: COC1=C2C(=CC3=C1OC=C3)C=CC(=O)O2. Cell line: RXF 393. Synergy scores: CSS=8.59, Synergy_ZIP=-3.29, Synergy_Bliss=3.24, Synergy_Loewe=-15.4, Synergy_HSA=0.821. (3) Drug 1: CC1=C2C(C(=O)C3(C(CC4C(C3C(C(C2(C)C)(CC1OC(=O)C(C(C5=CC=CC=C5)NC(=O)OC(C)(C)C)O)O)OC(=O)C6=CC=CC=C6)(CO4)OC(=O)C)OC)C)OC. Drug 2: C1=CC=C(C=C1)NC(=O)CCCCCCC(=O)NO. Cell line: A498. Synergy scores: CSS=28.5, Synergy_ZIP=0.440, Synergy_Bliss=-0.167, Synergy_Loewe=-5.64, Synergy_HSA=1.00. (4) Drug 2: CCCCCOC(=O)NC1=NC(=O)N(C=C1F)C2C(C(C(O2)C)O)O. Synergy scores: CSS=21.3, Synergy_ZIP=-0.940, Synergy_Bliss=-0.639, Synergy_Loewe=-6.63, Synergy_HSA=1.25. Drug 1: CN(C)N=NC1=C(NC=N1)C(=O)N. Cell line: CCRF-CEM. (5) Drug 1: CN(C)C1=NC(=NC(=N1)N(C)C)N(C)C. Drug 2: C#CCC(CC1=CN=C2C(=N1)C(=NC(=N2)N)N)C3=CC=C(C=C3)C(=O)NC(CCC(=O)O)C(=O)O. Cell line: MDA-MB-435. Synergy scores: CSS=-7.11, Synergy_ZIP=0.0316, Synergy_Bliss=-7.96, Synergy_Loewe=-17.4, Synergy_HSA=-12.6. (6) Drug 1: C1CN1C2=NC(=NC(=N2)N3CC3)N4CC4. Drug 2: CCN(CC)CCCC(C)NC1=C2C=C(C=CC2=NC3=C1C=CC(=C3)Cl)OC. Cell line: KM12. Synergy scores: CSS=42.6, Synergy_ZIP=-0.957, Synergy_Bliss=-1.51, Synergy_Loewe=-0.608, Synergy_HSA=1.72. (7) Drug 1: CCC1(CC2CC(C3=C(CCN(C2)C1)C4=CC=CC=C4N3)(C5=C(C=C6C(=C5)C78CCN9C7C(C=CC9)(C(C(C8N6C)(C(=O)OC)O)OC(=O)C)CC)OC)C(=O)OC)O.OS(=O)(=O)O. Drug 2: COC1=NC(=NC2=C1N=CN2C3C(C(C(O3)CO)O)O)N. Cell line: K-562. Synergy scores: CSS=-8.94, Synergy_ZIP=2.59, Synergy_Bliss=-6.56, Synergy_Loewe=-9.20, Synergy_HSA=-11.5. (8) Drug 1: C1CCN(CC1)CCOC2=CC=C(C=C2)C(=O)C3=C(SC4=C3C=CC(=C4)O)C5=CC=C(C=C5)O. Drug 2: CC(C1=C(C=CC(=C1Cl)F)Cl)OC2=C(N=CC(=C2)C3=CN(N=C3)C4CCNCC4)N. Cell line: KM12. Synergy scores: CSS=32.4, Synergy_ZIP=5.32, Synergy_Bliss=3.11, Synergy_Loewe=-22.2, Synergy_HSA=-3.29. (9) Drug 1: CC1=CC2C(CCC3(C2CCC3(C(=O)C)OC(=O)C)C)C4(C1=CC(=O)CC4)C. Drug 2: B(C(CC(C)C)NC(=O)C(CC1=CC=CC=C1)NC(=O)C2=NC=CN=C2)(O)O. Cell line: NCI-H322M. Synergy scores: CSS=-1.69, Synergy_ZIP=4.31, Synergy_Bliss=5.11, Synergy_Loewe=3.73, Synergy_HSA=-0.0616.